Dataset: Peptide-MHC class II binding affinity with 134,281 pairs from IEDB. Task: Regression. Given a peptide amino acid sequence and an MHC pseudo amino acid sequence, predict their binding affinity value. This is MHC class II binding data. (1) The peptide sequence is NVVLRASGSIEGHQF. The MHC is DRB1_0101 with pseudo-sequence DRB1_0101. The binding affinity (normalized) is 0.715. (2) The peptide sequence is YNAVLTHVKINDKCP. The MHC is DRB1_0802 with pseudo-sequence DRB1_0802. The binding affinity (normalized) is 0.373. (3) The peptide sequence is YLEDARRLKAIYEKKK. The MHC is HLA-DQA10501-DQB10201 with pseudo-sequence HLA-DQA10501-DQB10201. The binding affinity (normalized) is 0.105. (4) The peptide sequence is YDKFLANVATVLTGK. The MHC is DRB1_0802 with pseudo-sequence DRB1_0802. The binding affinity (normalized) is 0.805. (5) The peptide sequence is KLEHPVTGCGERTEGRCL. The MHC is DRB1_0101 with pseudo-sequence DRB1_0101. The binding affinity (normalized) is 0. (6) The peptide sequence is YALAASALVEAAA. The MHC is HLA-DPA10201-DPB10501 with pseudo-sequence HLA-DPA10201-DPB10501. The binding affinity (normalized) is 0.178. (7) The peptide sequence is MVFDGKPQHTNVCFW. The MHC is H-2-IAd with pseudo-sequence H-2-IAd. The binding affinity (normalized) is 0.